Dataset: Full USPTO retrosynthesis dataset with 1.9M reactions from patents (1976-2016). Task: Predict the reactants needed to synthesize the given product. (1) Given the product [I:1][C:2]1[CH:3]=[CH:4][C:5]2[N:6]([CH:8]=[C:9]([C:11]([NH:31][C:29]3[CH:28]=[N:27][O:26][CH:30]=3)=[O:13])[N:10]=2)[CH:7]=1, predict the reactants needed to synthesize it. The reactants are: [I:1][C:2]1[CH:3]=[CH:4][C:5]2[N:6]([CH:8]=[C:9]([C:11]([OH:13])=O)[N:10]=2)[CH:7]=1.Cl.CN(C)CCCN=C=NCC.[O:26]1[CH:30]=[C:29]([NH2:31])[CH:28]=[N:27]1. (2) Given the product [CH3:1][C:2]1([CH3:16])[O:6][C@H:5]([CH2:7][N:8]2[C:12]([CH3:13])=[C:11]([B:29]3[O:33][C:32]([CH3:35])([CH3:34])[C:31]([CH3:37])([CH3:36])[O:30]3)[C:10]([CH3:15])=[N:9]2)[CH2:4][O:3]1, predict the reactants needed to synthesize it. The reactants are: [CH3:1][C:2]1([CH3:16])[O:6][C@H:5]([CH2:7][N:8]2[C:12]([CH3:13])=[C:11](I)[C:10]([CH3:15])=[N:9]2)[CH2:4][O:3]1.C1COCC1.C([Mg]Cl)(C)C.CO[B:29]1[O:33][C:32]([CH3:35])([CH3:34])[C:31]([CH3:37])([CH3:36])[O:30]1. (3) The reactants are: [C:1]([O:5][C:6]([N:8]1[CH2:13][CH2:12][CH:11]([C@@:14]2([CH3:24])[O:23][C:17]3=[CH:18][N:19]=[C:20](Cl)[CH:21]=[C:16]3[CH2:15]2)[CH2:10][CH2:9]1)=[O:7])([CH3:4])([CH3:3])[CH3:2].[CH3:25][S:26]([N:29]1[CH2:34][CH:33]=[C:32](B2OC(C)(C)C(C)(C)O2)[CH2:31][CH2:30]1)(=[O:28])=[O:27]. Given the product [C:1]([O:5][C:6]([N:8]1[CH2:13][CH2:12][CH:11]([C@:14]2([CH3:24])[O:23][C:17]3=[CH:18][N:19]=[C:20]([C:32]4[CH2:33][CH2:34][N:29]([S:26]([CH3:25])(=[O:28])=[O:27])[CH2:30][CH:31]=4)[CH:21]=[C:16]3[CH2:15]2)[CH2:10][CH2:9]1)=[O:7])([CH3:4])([CH3:3])[CH3:2], predict the reactants needed to synthesize it. (4) Given the product [C:34]([O:38][C:39](=[O:42])[CH2:40][CH2:33][N:30]1[CH2:31][CH2:32][CH:27]([O:26][C:10]2[N:9]=[N:8][C:7]([CH2:3][CH2:4][CH2:5][CH3:6])=[C:12]([C:13]3[CH:14]=[CH:15][C:16]([O:19][CH:20]4[CH2:25][CH2:24][CH2:23][CH2:22][CH2:21]4)=[CH:17][CH:18]=3)[CH:11]=2)[CH2:28][CH2:29]1)([CH3:37])([CH3:36])[CH3:35], predict the reactants needed to synthesize it. The reactants are: Cl.Cl.[CH2:3]([C:7]1[N:8]=[N:9][C:10]([O:26][CH:27]2[CH2:32][CH2:31][N:30]([CH3:33])[CH2:29][CH2:28]2)=[CH:11][C:12]=1[C:13]1[CH:18]=[CH:17][C:16]([O:19][CH:20]2[CH2:25][CH2:24][CH2:23][CH2:22][CH2:21]2)=[CH:15][CH:14]=1)[CH2:4][CH2:5][CH3:6].[C:34]([O:38][C:39](=[O:42])[CH:40]=C)([CH3:37])([CH3:36])[CH3:35]. (5) The reactants are: [NH2:1][C:2]1[N:6]([C:7]2[C:12]([Cl:13])=[CH:11][C:10]([Cl:14])=[CH:9][C:8]=2[Cl:15])[N:5]=[C:4]([CH:16]2[CH2:18][CH2:17]2)[C:3]=1[C:19]([NH2:21])=[O:20].[OH:22][C:23]1[CH:24]=[C:25]([CH2:31][C:32](OCC)=O)[CH:26]=[CH:27][C:28]=1[O:29][CH3:30].[O-]CC.[Na+]. Given the product [Cl:13][C:12]1[CH:11]=[C:10]([Cl:14])[CH:9]=[C:8]([Cl:15])[C:7]=1[N:6]1[C:2]2=[N:1][C:32]([CH2:31][C:25]3[CH:26]=[CH:27][C:28]([O:29][CH3:30])=[C:23]([OH:22])[CH:24]=3)=[N:21][C:19](=[O:20])[C:3]2=[C:4]([CH:16]2[CH2:17][CH2:18]2)[NH:5]1, predict the reactants needed to synthesize it. (6) Given the product [NH2:10][C:9]([C:2]1[CH:7]=[CH:6][CH:5]=[CH:4][CH:3]=1)=[CH:11][C:12]([O:14][CH3:15])=[O:13], predict the reactants needed to synthesize it. The reactants are: Br[C:2]1[CH:7]=[CH:6][CH:5]=[CH:4][CH:3]=1.[Mg].[C:9]([CH2:11][C:12]([O:14][CH3:15])=[O:13])#[N:10].[Cl-].[NH4+].